Dataset: Full USPTO retrosynthesis dataset with 1.9M reactions from patents (1976-2016). Task: Predict the reactants needed to synthesize the given product. (1) Given the product [CH3:44][O:45][C:46](=[O:63])[C@@H:47]([NH:55][C:56]([O:58][C:59]([CH3:62])([CH3:61])[CH3:60])=[O:57])[C:48]1[CH:53]=[CH:52][C:51]([C:28]2[CH:29]=[CH:30][C:25]([C:22]([C:19]3[CH:20]=[CH:21][C:16]([CH2:15][CH2:14][CH:9]([O:8][Si:5]([C:1]([CH3:4])([CH3:3])[CH3:2])([CH3:6])[CH3:7])[C:10]([CH3:13])([CH3:12])[CH3:11])=[C:17]([CH3:43])[CH:18]=3)([CH2:23][CH3:24])[CH2:41][CH3:42])=[CH:26][C:27]=2[CH3:40])=[CH:50][CH:49]=1, predict the reactants needed to synthesize it. The reactants are: [C:1]([Si:5]([O:8][CH:9]([CH2:14][CH2:15][C:16]1[CH:21]=[CH:20][C:19]([C:22]([CH2:41][CH3:42])([C:25]2[CH:30]=[CH:29][C:28](B3OC(C)(C)C(C)(C)O3)=[C:27]([CH3:40])[CH:26]=2)[CH2:23][CH3:24])=[CH:18][C:17]=1[CH3:43])[C:10]([CH3:13])([CH3:12])[CH3:11])([CH3:7])[CH3:6])([CH3:4])([CH3:3])[CH3:2].[CH3:44][O:45][C:46](=[O:63])[C@@H:47]([NH:55][C:56]([O:58][C:59]([CH3:62])([CH3:61])[CH3:60])=[O:57])[C:48]1[CH:53]=[CH:52][C:51](Cl)=[CH:50][CH:49]=1.C1(P(C2CCCCC2)C2C=CC=CC=2C2C(OC)=CC=CC=2OC)CCCCC1.P([O-])([O-])([O-])=O.[K+].[K+].[K+]. (2) Given the product [C:1]([O:5][C:6](=[O:34])[NH:7][C:8]1[CH:13]=[C:12]([CH3:14])[C:11]([CH2:15][NH:16][C:17]([C:19]2[CH:20]=[N:21][N:22]([CH2:24][C:25]3[CH:30]=[CH:29][C:28]([CH2:31][Cl:39])=[CH:27][CH:26]=3)[CH:23]=2)=[O:18])=[C:10]([CH3:33])[N:9]=1)([CH3:4])([CH3:3])[CH3:2], predict the reactants needed to synthesize it. The reactants are: [C:1]([O:5][C:6](=[O:34])[NH:7][C:8]1[CH:13]=[C:12]([CH3:14])[C:11]([CH2:15][NH:16][C:17]([C:19]2[CH:20]=[N:21][N:22]([CH2:24][C:25]3[CH:30]=[CH:29][C:28]([CH2:31]O)=[CH:27][CH:26]=3)[CH:23]=2)=[O:18])=[C:10]([CH3:33])[N:9]=1)([CH3:4])([CH3:3])[CH3:2].C[Si]([Cl:39])(C)C.CS(C)=O.C([O-])(O)=O.[Na+]. (3) Given the product [CH2:9]([NH:16][C:17]([C:19]1[S:23][C:22]([N:6]2[CH:7]=[C:2]([Cl:1])[CH:3]=[CH:4][C:5]2=[O:8])=[N:21][C:20]=1[CH3:25])=[O:18])[C:10]1[CH:11]=[CH:12][CH:13]=[CH:14][CH:15]=1, predict the reactants needed to synthesize it. The reactants are: [Cl:1][C:2]1[CH:3]=[CH:4][C:5]([OH:8])=[N:6][CH:7]=1.[CH2:9]([NH:16][C:17]([C:19]1[S:23][C:22](Br)=[N:21][C:20]=1[CH3:25])=[O:18])[C:10]1[CH:15]=[CH:14][CH:13]=[CH:12][CH:11]=1. (4) Given the product [Cl:1][CH2:2][CH2:3][CH2:4][S:5]([O:8][CH2:9][C:10]([CH3:22])([CH3:23])[C@@H:11]([O:14][CH2:15][C:16]1[CH:17]=[CH:18][CH:19]=[CH:20][CH:21]=1)[CH:12]=[O:26])(=[O:6])=[O:7], predict the reactants needed to synthesize it. The reactants are: [Cl:1][CH2:2][CH2:3][CH2:4][S:5]([O:8][CH2:9][C:10]([CH3:23])([CH3:22])[C@@H:11]([O:14][CH2:15][C:16]1[CH:21]=[CH:20][CH:19]=[CH:18][CH:17]=1)[CH:12]=C)(=[O:7])=[O:6].O=O.[O:26]=[O+][O-].CSC. (5) Given the product [O:1]([C:8]1[CH:17]=[CH:16][C:11]2[N:12]=[CH:13][S:14][C:10]=2[CH:9]=1)[C:2]1[CH:3]=[CH:4][CH:5]=[CH:6][CH:7]=1, predict the reactants needed to synthesize it. The reactants are: [O:1]([C:8]1[CH:17]=[CH:16][C:11]2[N:12]=[C:13](N)[S:14][C:10]=2[CH:9]=1)[C:2]1[CH:7]=[CH:6][CH:5]=[CH:4][CH:3]=1.[N+]([O-])([O-])=O.[Na+].[PH2](O)=O.[NH4+].[OH-]. (6) Given the product [C:1]([C:5]1[CH:6]=[C:7]([CH:41]=[CH:42][CH:43]=1)[CH2:8][N:9]1[C@@H:17]2[C@H:12]([C@H:13]([CH2:20][C:21]3[CH:26]=[C:25]([CH2:27][C@H:28]([O:33][CH3:46])[C:29]([F:31])([F:32])[F:30])[C:24]([N:34]=[CH:35][N:36]([CH3:37])[CH3:38])=[C:23]([F:39])[CH:22]=3)[CH2:14][S:15](=[O:18])(=[O:19])[CH2:16]2)[O:11][C:10]1=[O:40])([CH3:4])([CH3:2])[CH3:3], predict the reactants needed to synthesize it. The reactants are: [C:1]([C:5]1[CH:6]=[C:7]([CH:41]=[CH:42][CH:43]=1)[CH2:8][N:9]1[C@@H:17]2[C@H:12]([C@H:13]([CH2:20][C:21]3[CH:26]=[C:25]([CH2:27][C@H:28]([OH:33])[C:29]([F:32])([F:31])[F:30])[C:24]([N:34]=[CH:35][N:36]([CH3:38])[CH3:37])=[C:23]([F:39])[CH:22]=3)[CH2:14][S:15](=[O:19])(=[O:18])[CH2:16]2)[O:11][C:10]1=[O:40])([CH3:4])([CH3:3])[CH3:2].CI.[C:46]([O-])(O)=O.[Na+]. (7) Given the product [CH:1]([O:4][C:5]1[C:14]([O:15][CH3:16])=[CH:13][C:8]([C:9]([OH:11])=[O:10])=[C:7]([NH:17][CH2:18][C:19]2[CH:20]=[CH:21][C:22]([O:25][CH3:26])=[CH:23][CH:24]=2)[CH:6]=1)([CH3:3])[CH3:2], predict the reactants needed to synthesize it. The reactants are: [CH:1]([O:4][C:5]1[C:14]([O:15][CH3:16])=[CH:13][C:8]([C:9]([O:11]C)=[O:10])=[C:7]([NH:17][CH2:18][C:19]2[CH:24]=[CH:23][C:22]([O:25][CH3:26])=[CH:21][CH:20]=2)[CH:6]=1)([CH3:3])[CH3:2].CO.[OH-].[Na+]. (8) The reactants are: [F:1][C:2]1[CH:7]=[CH:6][CH:5]=[C:4]([F:8])[C:3]=1[N:9]1[C:14]2[N:15]=[C:16]([NH:34][CH:35]3[CH2:40][C:39]([CH3:42])([CH3:41])[NH:38][C:37]([CH3:44])([CH3:43])[CH2:36]3)[N:17]=[C:18]([C:19]3[CH:20]=[C:21]([NH:26][C:27]([C:29]4[CH:33]=[CH:32][S:31][CH:30]=4)=[O:28])[CH:22]=[CH:23][C:24]=3[CH3:25])[C:13]=2[CH:12]=[CH:11][C:10]1=[O:45].[BrH:46]. Given the product [BrH:46].[F:8][C:4]1[CH:5]=[CH:6][CH:7]=[C:2]([F:1])[C:3]=1[N:9]1[C:14]2[N:15]=[C:16]([NH:34][CH:35]3[CH2:36][C:37]([CH3:43])([CH3:44])[NH:38][C:39]([CH3:42])([CH3:41])[CH2:40]3)[N:17]=[C:18]([C:19]3[CH:20]=[C:21]([NH:26][C:27]([C:29]4[CH:33]=[CH:32][S:31][CH:30]=4)=[O:28])[CH:22]=[CH:23][C:24]=3[CH3:25])[C:13]=2[CH:12]=[CH:11][C:10]1=[O:45], predict the reactants needed to synthesize it. (9) Given the product [CH3:11][P:12]([C:2]1[CH:7]=[CH:6][CH:5]=[C:4]([N+:8]([O-:10])=[O:9])[CH:3]=1)([CH3:13])=[O:14], predict the reactants needed to synthesize it. The reactants are: I[C:2]1[CH:7]=[CH:6][CH:5]=[C:4]([N+:8]([O-:10])=[O:9])[CH:3]=1.[CH3:11][PH:12](=[O:14])[CH3:13].CC1(C)C2C(=C(P(C3C=CC=CC=3)C3C=CC=CC=3)C=CC=2)OC2C(P(C3C=CC=CC=3)C3C=CC=CC=3)=CC=CC1=2.C(=O)([O-])[O-].[Cs+].[Cs+].